This data is from Full USPTO retrosynthesis dataset with 1.9M reactions from patents (1976-2016). The task is: Predict the reactants needed to synthesize the given product. (1) Given the product [Cl:17][C:14]1[CH:13]=[CH:12][C:11]([C:9]2[CH:10]=[C:6]([CH2:4][OH:3])[N:7]([CH3:18])[N:8]=2)=[CH:16][CH:15]=1, predict the reactants needed to synthesize it. The reactants are: C([O:3][C:4]([C:6]1[N:7]([CH3:18])[N:8]=[C:9]([C:11]2[CH:16]=[CH:15][C:14]([Cl:17])=[CH:13][CH:12]=2)[CH:10]=1)=O)C.[H-].[Al+3].[Li+].[H-].[H-].[H-]. (2) Given the product [Br:12][C:11]1[CH:10]=[CH:9][S:8][C:7]=1[C:13]([OH:15])=[O:14], predict the reactants needed to synthesize it. The reactants are: [Li]CCCC.Br[C:7]1[S:8][CH:9]=[CH:10][C:11]=1[Br:12].[C:13](=[O:15])=[O:14]. (3) Given the product [CH3:1][C:2]1[S:3][C:4]([C:10]2[CH:15]=[CH:14][CH:13]=[CH:12][CH:11]=2)=[C:5]([C:7]([Cl:24])=[O:8])[N:6]=1, predict the reactants needed to synthesize it. The reactants are: [CH3:1][C:2]1[S:3][C:4]([C:10]2[CH:15]=[CH:14][CH:13]=[CH:12][CH:11]=2)=[C:5]([C:7](O)=[O:8])[N:6]=1.CN(C=O)C.C(Cl)(=O)C([Cl:24])=O. (4) Given the product [CH2:23]([N:25]([CH2:31][CH3:32])[C@@H:26]1[CH2:30][CH2:29][N:28]([C:18]([C:12]2[S:13][C:14]3[CH2:15][CH2:16][O:17][C:8]4[CH:7]=[C:6]([C:4]5[CH:5]=[N:1][NH:2][CH:3]=5)[CH:22]=[CH:21][C:9]=4[C:10]=3[N:11]=2)=[O:20])[CH2:27]1)[CH3:24], predict the reactants needed to synthesize it. The reactants are: [NH:1]1[CH:5]=[C:4]([C:6]2[CH:22]=[CH:21][C:9]3[C:10]4[N:11]=[C:12]([C:18]([OH:20])=O)[S:13][C:14]=4[CH2:15][CH2:16][O:17][C:8]=3[CH:7]=2)[CH:3]=[N:2]1.[CH2:23]([N:25]([CH2:31][CH3:32])[C@@H:26]1[CH2:30][CH2:29][NH:28][CH2:27]1)[CH3:24]. (5) Given the product [CH2:4]([O:3][P:1]([O:19][CH2:20][C:21]([CH3:26])([CH3:25])[CH2:22][C:23]([OH:28])=[O:24])([O:11][CH2:12][C:13]1[CH:14]=[CH:15][CH:16]=[CH:17][CH:18]=1)=[O:2])[C:5]1[CH:6]=[CH:7][CH:8]=[CH:9][CH:10]=1, predict the reactants needed to synthesize it. The reactants are: [P:1]([O:19][CH2:20][C:21]([CH3:26])([CH3:25])[CH2:22][CH2:23][OH:24])([O:11][CH2:12][C:13]1[CH:18]=[CH:17][CH:16]=[CH:15][CH:14]=1)([O:3][CH2:4][C:5]1[CH:10]=[CH:9][CH:8]=[CH:7][CH:6]=1)=[O:2].[Cr](O[Cr]([O-])(=O)=O)([O-])(=O)=[O:28].[NH+]1C=CC=CC=1.[NH+]1C=CC=CC=1.C(O)(=O)CC(CC(O)=O)(C(O)=O)O.